This data is from Forward reaction prediction with 1.9M reactions from USPTO patents (1976-2016). The task is: Predict the product of the given reaction. (1) The product is: [Cl:27][C:10]1[C:11]2[CH:3]([CH2:1][CH3:2])[S:4][CH2:5][C:6]=2[N:7]=[CH:8][N:9]=1. Given the reactants [CH2:1]([CH:3]1[C:11]2[C:10](O)=[N:9][CH:8]=[N:7][C:6]=2[CH2:5][S:4]1)[CH3:2].C(C1SC2C(O)=NC=NC=2C1)C.O=P(Cl)(Cl)[Cl:27], predict the reaction product. (2) Given the reactants [NH:1]([C:3]1[CH:12]=[CH:11][C:10]2[C:5](=[CH:6][CH:7]=[CH:8][CH:9]=2)[N:4]=1)[NH2:2].[OH:13][C:14]1[CH:21]=[C:20]([OH:22])[C:19]([OH:23])=[CH:18][C:15]=1[CH:16]=O, predict the reaction product. The product is: [N:4]1[C:5]2[C:10](=[CH:9][CH:8]=[CH:7][CH:6]=2)[CH:11]=[CH:12][C:3]=1[NH:1][N:2]=[CH:16][C:15]1[CH:18]=[C:19]([OH:23])[C:20]([OH:22])=[CH:21][C:14]=1[OH:13]. (3) Given the reactants [CH3:1][C@H:2]1[C@@:6]([CH3:8])([OH:7])[CH2:5][CH2:4][NH:3]1.[F:9][C:10]1[CH:17]=[C:16](F)[CH:15]=[CH:14][C:11]=1[C:12]#[N:13].C(=O)([O-])[O-].[Li+].[Li+].O, predict the reaction product. The product is: [F:9][C:10]1[CH:17]=[C:16]([N:3]2[CH2:4][CH2:5][C@@:6]([OH:7])([CH3:8])[C@@H:2]2[CH3:1])[CH:15]=[CH:14][C:11]=1[C:12]#[N:13]. (4) Given the reactants [C:1]([C:6]([O-:8])=[O:7])#[C:2][C:3]([O-:5])=O.[CH:9]1([C:12]2[CH:18]=[CH:17][CH:16]=[CH:15][C:13]=2[NH2:14])[CH2:11][CH2:10]1.[CH3:19]O, predict the reaction product. The product is: [OH:5][C:3]1[C:15]2[C:13](=[C:12]([CH:9]3[CH2:11][CH2:10]3)[CH:18]=[CH:17][CH:16]=2)[N:14]=[C:1]([C:6]([O:8][CH3:19])=[O:7])[CH:2]=1.